This data is from Peptide-MHC class I binding affinity with 185,985 pairs from IEDB/IMGT. The task is: Regression. Given a peptide amino acid sequence and an MHC pseudo amino acid sequence, predict their binding affinity value. This is MHC class I binding data. The peptide sequence is AEMRAYHGF. The MHC is HLA-A01:01 with pseudo-sequence HLA-A01:01. The binding affinity (normalized) is 0.0847.